From a dataset of Full USPTO retrosynthesis dataset with 1.9M reactions from patents (1976-2016). Predict the reactants needed to synthesize the given product. (1) The reactants are: [OH:1][C:2]1[CH:3]=[C:4]([C:14]2[N:15](C(OC(C)(C)C)=O)[C:16]([C:19]3[S:20][CH:21]=[CH:22][N:23]=3)=[CH:17][CH:18]=2)[CH:5]=[C:6]([O:8][C@@H:9]([CH3:13])[CH2:10][O:11][CH3:12])[CH:7]=1.[F:31][C:32]1[CH:33]=[C:34]([S:39]([N:42]2[CH2:45][CH2:44][CH2:43]2)(=[O:41])=[O:40])[CH:35]=[CH:36][C:37]=1F.[H-].[Na+].[Cl-].[NH4+]. Given the product [N:42]1([S:39]([C:34]2[CH:35]=[CH:36][C:37]([O:1][C:2]3[CH:3]=[C:4]([C:14]4[NH:15][C:16]([C:19]5[S:20][CH:21]=[CH:22][N:23]=5)=[CH:17][CH:18]=4)[CH:5]=[C:6]([O:8][C@@H:9]([CH3:13])[CH2:10][O:11][CH3:12])[CH:7]=3)=[C:32]([F:31])[CH:33]=2)(=[O:41])=[O:40])[CH2:45][CH2:44][CH2:43]1, predict the reactants needed to synthesize it. (2) Given the product [CH:1]1([C:5]2[C:26]([C:27]3[NH:31][C:30]([O:32][CH3:33])=[N:29][N:28]=3)=[CH:25][C:8]([C:9]([N:11]3[CH2:12][CH2:13][C:14]([C:17]4[CH:18]=[CH:19][C:20]([C:21]#[N:22])=[CH:23][CH:24]=4)([F:36])[CH2:15][CH2:16]3)=[O:10])=[C:7]([CH3:34])[CH:6]=2)[CH2:4][CH2:3][CH2:2]1, predict the reactants needed to synthesize it. The reactants are: [CH:1]1([C:5]2[C:26]([C:27]3[NH:31][C:30]([O:32][CH3:33])=[N:29][N:28]=3)=[CH:25][C:8]([C:9]([N:11]3[CH2:16][CH2:15][CH:14]([C:17]4[CH:24]=[CH:23][C:20]([C:21]#[N:22])=[CH:19][CH:18]=4)[CH2:13][CH2:12]3)=[O:10])=[C:7]([CH3:34])[CH:6]=2)[CH2:4][CH2:3][CH2:2]1.Cl.[F:36]C1(C2C=CC(C#N)=CC=2)CCNCC1.Cl. (3) Given the product [C:1]([C:5]1[CH:6]=[CH:7][CH:8]=[C:9]2[C:14]=1[N:13]=[C:12]([C:15]1[N:19]3[CH:20]=[C:21]([C@H:24]([N:26]4[CH2:30][CH2:29][C@H:28]([NH2:31])[CH2:27]4)[CH3:25])[CH:22]=[CH:23][C:18]3=[N:17][N:16]=1)[CH:11]=[CH:10]2)([CH3:2])([CH3:3])[CH3:4], predict the reactants needed to synthesize it. The reactants are: [C:1]([C:5]1[CH:6]=[CH:7][CH:8]=[C:9]2[C:14]=1[N:13]=[C:12]([C:15]1[N:19]3[CH:20]=[C:21]([C@H:24]([N:26]4[CH2:30][CH2:29][C@H:28]([NH:31]C(=O)OC(C)(C)C)[CH2:27]4)[CH3:25])[CH:22]=[CH:23][C:18]3=[N:17][N:16]=1)[CH:11]=[CH:10]2)([CH3:4])([CH3:3])[CH3:2].Cl.